This data is from Reaction yield outcomes from USPTO patents with 853,638 reactions. The task is: Predict the reaction yield, written as a fraction of the theoretical maximum amount of product (1.0 means a 100% yield; for example, 0.34 means a 34% yield). (1) The reactants are [C:1]1([S:7]([N:10]2[C:14]3=[N:15][CH:16]=[C:17]([C:19]([F:22])([F:21])[F:20])[CH:18]=[C:13]3[CH:12]=[C:11]2[C:23](=[O:30])[CH2:24][CH:25]2[CH2:29][CH2:28][CH2:27][CH2:26]2)(=[O:9])=[O:8])[CH:6]=[CH:5][CH:4]=[CH:3][CH:2]=1.C[Si]([N-][Si](C)(C)C)(C)C.[Li+].[C:41]1([CH3:61])[CH:46]=[CH:45][C:44]([S:47](O[S:47]([C:44]2[CH:45]=[CH:46][C:41]([CH3:61])=[CH:42][CH:43]=2)(=[O:49])=[O:48])(=[O:49])=[O:48])=[CH:43][CH:42]=1. The catalyst is O1CCCC1. The product is [C:1]1([S:7]([N:10]2[C:14]3=[N:15][CH:16]=[C:17]([C:19]([F:22])([F:21])[F:20])[CH:18]=[C:13]3[CH:12]=[C:11]2[C:23]([O:30][S:47]([C:44]2[CH:45]=[CH:46][C:41]([CH3:61])=[CH:42][CH:43]=2)(=[O:49])=[O:48])=[CH:24][CH:25]2[CH2:29][CH2:28][CH2:27][CH2:26]2)(=[O:8])=[O:9])[CH:2]=[CH:3][CH:4]=[CH:5][CH:6]=1. The yield is 0.280. (2) The reactants are [H-].[Al+3].[Li+].[H-].[H-].[H-].C([O:9][C:10](=O)[CH:11]([CH2:17][CH2:18][CH2:19][O:20][CH2:21][C:22]1[CH:27]=[CH:26][CH:25]=[CH:24][CH:23]=1)[C:12](OCC)=[O:13])C.O.CCOC(C)=O. The catalyst is C1COCC1. The product is [CH2:21]([O:20][CH2:19][CH2:18][CH2:17][CH:11]([CH2:10][OH:9])[CH2:12][OH:13])[C:22]1[CH:27]=[CH:26][CH:25]=[CH:24][CH:23]=1. The yield is 0.950. (3) The reactants are C(O)C.[OH-].[Na+].[O:6]1[CH:10]=[CH:9][CH:8]=[C:7]1[C:11]1[CH:12]=[C:13]([CH:21]=[CH:22][CH:23]=1)[O:14][CH2:15][C:16]([O:18]CC)=[O:17].Cl. The catalyst is O. The product is [O:6]1[CH:10]=[CH:9][CH:8]=[C:7]1[C:11]1[CH:12]=[C:13]([CH:21]=[CH:22][CH:23]=1)[O:14][CH2:15][C:16]([OH:18])=[O:17]. The yield is 0.820. (4) The reactants are [OH:1][C:2]1[C:7]2[C@@:8]3([OH:45])[C@@:21]([O:25][CH3:26])([C@H:22]([OH:24])[CH2:23][C:6]=2[CH:5]=[C:4]([CH3:46])[C:3]=1[C:47](O)=[O:48])[C:20](=[O:27])[C:19]1[C:10](=[CH:11][C:12]2[C:13](=[O:43])[C:14]([NH:30][CH:31]4[C@H:36]([O:37][CH3:38])[C@H:35]([OH:39])[C@@H:34]([O:40][CH3:41])[C@H:33]([CH3:42])[O:32]4)=[CH:15][C:16](=[O:29])[C:17]=2[C:18]=1[OH:28])[C:9]3=[O:44].CCCN.O.O[N:56]1[C:60]2[CH:61]=CC=C[C:59]=2N=N1. The catalyst is C1COCC1. The product is [OH:1][C:2]1[C:7]2[C@@:8]3([OH:45])[C@@:21]([O:25][CH3:26])([C@H:22]([OH:24])[CH2:23][C:6]=2[CH:5]=[C:4]([CH3:46])[C:3]=1[C:47]([NH:56][CH:60]([CH3:61])[CH3:59])=[O:48])[C:20](=[O:27])[C:19]1[C:10](=[CH:11][C:12]2[C:13](=[O:43])[C:14]([NH:30][CH:31]4[C@H:36]([O:37][CH3:38])[C@H:35]([OH:39])[C@@H:34]([O:40][CH3:41])[C@H:33]([CH3:42])[O:32]4)=[CH:15][C:16](=[O:29])[C:17]=2[C:18]=1[OH:28])[C:9]3=[O:44]. The yield is 0.150. (5) The reactants are [F:1][C:2]1[CH:7]=[CH:6][C:5]([C:8](=O)[CH2:9][C:10](=O)[CH2:11][CH2:12][CH2:13][OH:14])=[CH:4][CH:3]=1.O.[NH2:18][NH2:19].[Cl-].[NH4+]. The catalyst is C(O)C. The product is [F:1][C:2]1[CH:7]=[CH:6][C:5]([C:8]2[CH:9]=[C:10]([CH2:11][CH2:12][CH2:13][OH:14])[NH:19][N:18]=2)=[CH:4][CH:3]=1. The yield is 0.770. (6) The reactants are [CH3:1][N:2]([CH3:16])[C:3]1[C:8]([C:9]([F:12])([F:11])[F:10])=[CH:7][C:6]([N+:13]([O-])=O)=[CH:5][N:4]=1. The catalyst is CO.[Pd]. The product is [CH3:1][N:2]([CH3:16])[C:3]1[C:8]([C:9]([F:12])([F:11])[F:10])=[CH:7][C:6]([NH2:13])=[CH:5][N:4]=1. The yield is 0.340. (7) The reactants are Cl.[CH3:2][C:3]1[O:4][C:5]2[C:14]3[CH:13]([CH2:15][CH2:16][NH2:17])[CH2:12][CH2:11][C:10]=3[CH:9]=[CH:8][C:6]=2[N:7]=1.C(N(CC)CC)C.[C:25]([O:28][CH:29]([CH3:33])[C:30](Cl)=[O:31])(=[O:27])[CH3:26]. The catalyst is O1CCCC1. The product is [C:25]([O:28][CH:29]([CH3:33])[C:30]([NH:17][CH2:16][CH2:15][CH:13]1[C:14]2[C:5]3[O:4][C:3]([CH3:2])=[N:7][C:6]=3[CH:8]=[CH:9][C:10]=2[CH2:11][CH2:12]1)=[O:31])(=[O:27])[CH3:26]. The yield is 0.400. (8) The reactants are [CH3:12][CH2:11][O:10][C:8](/N=N/[C:8]([O:10][CH2:11][CH3:12])=O)=O.COCCO.C1C=CC(P(C2C=CC=CC=2)C2C=CC=CC=2)=CC=1.[OH:37][N:38]1[C:42](=[O:43])[C:41]2=[CH:44][CH:45]=[CH:46][CH:47]=[C:40]2[C:39]1=[O:48]. The catalyst is C1COCC1. The product is [CH3:8][O:10][CH2:11][CH2:12][O:37][N:38]1[C:42](=[O:43])[C:41]2[C:40](=[CH:47][CH:46]=[CH:45][CH:44]=2)[C:39]1=[O:48]. The yield is 0.550. (9) The reactants are C[Si]([C:5]#[C:6][C:7]1[C:15]2[S:14][C:13]([NH:16][C:17]([NH:19][CH2:20][CH3:21])=[O:18])=[N:12][C:11]=2[CH:10]=[CH:9][CH:8]=1)(C)C.[OH-].[K+].CN(C=O)C.CO. The catalyst is CCCCCCC.CO. The product is [C:6]([C:7]1[C:15]2[S:14][C:13]([NH:16][C:17]([NH:19][CH2:20][CH3:21])=[O:18])=[N:12][C:11]=2[CH:10]=[CH:9][CH:8]=1)#[CH:5]. The yield is 0.150. (10) The reactants are [CH:1]1([C:7]([CH:9]([C:13]2[CH:18]=[CH:17][CH:16]=[CH:15][CH:14]=2)[CH2:10][CH:11]=O)=[O:8])[CH2:6][CH2:5][CH2:4][CH2:3][CH2:2]1.[CH3:19][O:20][C:21]1[CH:26]=[CH:25][CH:24]=[CH:23][C:22]=1[N:27]1[CH2:32][CH2:31][NH:30][CH2:29][CH2:28]1.[Na]. No catalyst specified. The product is [CH3:19][O:20][C:21]1[CH:26]=[CH:25][CH:24]=[CH:23][C:22]=1[N:27]1[CH2:32][CH2:31][N:30]([CH2:11][CH2:10][CH:9]([C:7]([CH:1]2[CH2:6][CH2:5][CH2:4][CH2:3][CH2:2]2)=[O:8])[C:13]2[CH:18]=[CH:17][CH:16]=[CH:15][CH:14]=2)[CH2:29][CH2:28]1. The yield is 0.790.